Dataset: Catalyst prediction with 721,799 reactions and 888 catalyst types from USPTO. Task: Predict which catalyst facilitates the given reaction. (1) Reactant: [C:1]([O:5][C:6]([N:8]1[CH2:12][C@H:11]([CH2:13][NH:14][CH:15]([CH3:17])[CH3:16])[C@@H:10]([CH2:18][C:19]2[CH:24]=[CH:23][CH:22]=[CH:21][CH:20]=2)[CH2:9]1)=[O:7])([CH3:4])([CH3:3])[CH3:2].[NH:25]1[C:33]2[C:28](=[CH:29][CH:30]=[C:31]([C:34](O)=[O:35])[CH:32]=2)[CH:27]=[CH:26]1.O=C1N(P(Cl)(N2CCOC2=O)=O)CCO1.C(N(CC)CC)C.C([O-])(O)=O.[Na+]. Product: [C:1]([O:5][C:6]([N:8]1[CH2:12][C@H:11]([CH2:13][N:14]([C:34]([C:31]2[CH:32]=[C:33]3[C:28]([CH:27]=[CH:26][NH:25]3)=[CH:29][CH:30]=2)=[O:35])[CH:15]([CH3:16])[CH3:17])[C@@H:10]([CH2:18][C:19]2[CH:20]=[CH:21][CH:22]=[CH:23][CH:24]=2)[CH2:9]1)=[O:7])([CH3:3])([CH3:4])[CH3:2]. The catalyst class is: 2. (2) Reactant: [BH4-].[Na+].[CH:3]([C:6]1[CH:7]=[CH:8][C:9]2[C:13](=[CH:14][CH:15]=1)[CH:12]=[C:11]([CH:16]=[O:17])[CH:10]=2)([CH3:5])[CH3:4].CC(C)=O. Product: [CH:3]([C:6]1[CH:7]=[CH:8][C:9]2[C:13](=[CH:14][CH:15]=1)[CH:12]=[C:11]([CH2:16][OH:17])[CH:10]=2)([CH3:5])[CH3:4]. The catalyst class is: 5.